Predict the reactants needed to synthesize the given product. From a dataset of Full USPTO retrosynthesis dataset with 1.9M reactions from patents (1976-2016). (1) Given the product [Cl:1][C:2]1[N:7]=[C:6]([C:8]2[S:44][C:42]([CH:38]3[CH2:41][CH2:40][CH2:39]3)=[N:43][C:9]=2[C:11]2[CH:12]=[CH:13][C:14]([F:29])=[C:15]([NH:17][S:18]([C:21]3[CH:26]=[C:25]([F:27])[CH:24]=[CH:23][C:22]=3[F:28])(=[O:20])=[O:19])[CH:16]=2)[CH:5]=[CH:4][N:3]=1, predict the reactants needed to synthesize it. The reactants are: [Cl:1][C:2]1[N:7]=[C:6]([CH2:8][C:9]([C:11]2[CH:12]=[CH:13][C:14]([F:29])=[C:15]([NH:17][S:18]([C:21]3[CH:26]=[C:25]([F:27])[CH:24]=[CH:23][C:22]=3[F:28])(=[O:20])=[O:19])[CH:16]=2)=O)[CH:5]=[CH:4][N:3]=1.C1C(=O)N(Br)C(=O)C1.[CH:38]1([C:42](=[S:44])[NH2:43])[CH2:41][CH2:40][CH2:39]1. (2) Given the product [F:11][C:12]1[CH:13]=[C:14]2[C:18](=[CH:19][CH:20]=1)[NH:17][C:16]([NH:25][NH:2][C:3]1[N:4]=[CH:5][NH:6][C:7]=1[C:8]([NH2:10])=[O:9])=[CH:15]2, predict the reactants needed to synthesize it. The reactants are: Cl.[NH2:2][C:3]1[N:4]=[CH:5][NH:6][C:7]=1[C:8]([NH2:10])=[O:9].[F:11][C:12]1[CH:13]=[C:14]2[C:18](=[CH:19][CH:20]=1)[NH:17][C:16](C=O)=[CH:15]2.[BH3-]C#[N:25].[Na+]. (3) Given the product [CH2:1]([O:3][C:4](=[O:18])[CH:5]([O:15][CH2:16][CH3:17])[CH2:6][C:7]1[CH:12]=[CH:11][C:10]([O:13][CH2:32][CH2:31][C:21]2[N:22]=[C:23]([C:25]3[CH:30]=[CH:29][CH:28]=[CH:27][CH:26]=3)[S:24][C:20]=2[CH3:19])=[CH:9][C:8]=1[CH3:14])[CH3:2], predict the reactants needed to synthesize it. The reactants are: [CH2:1]([O:3][C:4](=[O:18])[CH:5]([O:15][CH2:16][CH3:17])[CH2:6][C:7]1[CH:12]=[CH:11][C:10]([OH:13])=[CH:9][C:8]=1[CH3:14])[CH3:2].[CH3:19][C:20]1[S:24][C:23]([C:25]2[CH:30]=[CH:29][CH:28]=[CH:27][CH:26]=2)=[N:22][C:21]=1[CH2:31][CH2:32]O.C1(P(C2C=CC=CC=2)C2C=CC=CC=2)C=CC=CC=1.N(C(OCC)=O)=NC(OCC)=O. (4) Given the product [S:1]([S:5]([O-:8])(=[O:7])=[O:6])([O-:4])(=[O:3])=[O:2].[Cu+2:15].[S:11]([O-:14])([O-:13])(=[O:12])=[O:10], predict the reactants needed to synthesize it. The reactants are: [S:1]([S:5]([O-:8])(=[O:7])=[O:6])([O-:4])(=[O:3])=[O:2].[Ba+2].[O-:10][S:11]([O-:14])(=[O:13])=[O:12].[Cu+2:15].[O-]S([O-])(=O)=O.[Ba+2].